This data is from Reaction yield outcomes from USPTO patents with 853,638 reactions. The task is: Predict the reaction yield, written as a fraction of the theoretical maximum amount of product (1.0 means a 100% yield; for example, 0.34 means a 34% yield). (1) No catalyst specified. The product is [NH:6]1[C:7]2[CH2:8][CH2:9][CH2:10][CH2:11][C:12]=2[CH:13]=[C:5]1[C:3]([O:4][CH2:17][CH3:18])=[O:22]. The yield is 1.00. The reactants are ClC(Cl)(Cl)[C:3]([C:5]1[NH:6][C:7]2[CH2:8][CH2:9][CH2:10][CH2:11][C:12]=2[CH:13]=1)=[O:4].[O-][CH2:17][CH3:18].[Na+].C([OH:22])C. (2) The reactants are [Cl:1][C:2]1[CH:19]=[C:18]([Cl:20])[CH:17]=[CH:16][C:3]=1[CH2:4][N:5]1[C:9]([CH:10]=O)=[CH:8][C:7]([O:12][CH:13]([CH3:15])[CH3:14])=[N:6]1.C(OP([CH2:29][C:30]([O:32][CH2:33][CH3:34])=[O:31])(OCC)=O)C.[H-].[Na+].O. The catalyst is O1CCCC1.CN(C)C=O. The product is [Cl:1][C:2]1[CH:19]=[C:18]([Cl:20])[CH:17]=[CH:16][C:3]=1[CH2:4][N:5]1[C:9](/[CH:10]=[CH:29]/[C:30]([O:32][CH2:33][CH3:34])=[O:31])=[CH:8][C:7]([O:12][CH:13]([CH3:15])[CH3:14])=[N:6]1. The yield is 0.920. (3) The reactants are C(O[C:4]([C:6]1[C:11](=[O:12])[N:10]([CH2:13][CH2:14][CH:15]([CH3:17])[CH3:16])[N:9]2[CH:18]=[C:19]([C:21]#[N:22])[CH:20]=[C:8]2[C:7]=1[OH:23])=O)C.[NH2:24][C:25]1[CH:30]=[CH:29][C:28]([NH:31][S:32]([CH3:35])(=[O:34])=[O:33])=[CH:27][C:26]=1[S:36]([NH2:39])(=[O:38])=[O:37].N12CCCN=C1CCCCC2. The catalyst is N1C=CC=CC=1. The product is [C:21]([C:19]1[CH:20]=[C:8]2[C:7]([OH:23])=[C:6]([C:4]3[NH:24][C:25]4[CH:30]=[CH:29][C:28]([NH:31][S:32]([CH3:35])(=[O:33])=[O:34])=[CH:27][C:26]=4[S:36](=[O:38])(=[O:37])[N:39]=3)[C:11](=[O:12])[N:10]([CH2:13][CH2:14][CH:15]([CH3:16])[CH3:17])[N:9]2[CH:18]=1)#[N:22]. The yield is 0.0670.